This data is from Forward reaction prediction with 1.9M reactions from USPTO patents (1976-2016). The task is: Predict the product of the given reaction. Given the reactants [CH2:1]([O:5][CH:6]1[CH2:11][CH2:10][N:9]([C:12]2[CH:21]=[CH:20][C:15]([C:16]([NH:18][NH2:19])=[O:17])=[CH:14][CH:13]=2)[CH2:8][CH2:7]1)[CH2:2][CH2:3][CH3:4].N1C=CC=CC=1.[C:28]1([O:34][C:35](Cl)=O)C=C[CH:31]=[CH:30][CH:29]=1.[OH2:38].[O:39]1[CH2:43][CH2:42][CH2:41][CH2:40]1, predict the reaction product. The product is: [CH2:1]([O:5][CH:6]1[CH2:11][CH2:10][N:9]([C:12]2[CH:13]=[CH:14][C:15]([C:16]([NH:18][NH:19][C:43]([C:42]3[CH:31]=[CH:30][C:29]([C:28]([O:34][CH3:35])=[O:38])=[CH:40][CH:41]=3)=[O:39])=[O:17])=[CH:20][CH:21]=2)[CH2:8][CH2:7]1)[CH2:2][CH2:3][CH3:4].